This data is from Peptide-MHC class I binding affinity with 185,985 pairs from IEDB/IMGT. The task is: Regression. Given a peptide amino acid sequence and an MHC pseudo amino acid sequence, predict their binding affinity value. This is MHC class I binding data. (1) The peptide sequence is NVMDPMHGA. The MHC is HLA-B15:01 with pseudo-sequence HLA-B15:01. The binding affinity (normalized) is 0.0847. (2) The peptide sequence is GLIYTYSGL. The MHC is HLA-A02:06 with pseudo-sequence HLA-A02:06. The binding affinity (normalized) is 0.512.